This data is from CYP2D6 inhibition data for predicting drug metabolism from PubChem BioAssay. The task is: Regression/Classification. Given a drug SMILES string, predict its absorption, distribution, metabolism, or excretion properties. Task type varies by dataset: regression for continuous measurements (e.g., permeability, clearance, half-life) or binary classification for categorical outcomes (e.g., BBB penetration, CYP inhibition). Dataset: cyp2d6_veith. (1) The molecule is CN(C)C(=O)c1ccc(-c2cncnc2NCc2ccccc2)cc1. The result is 0 (non-inhibitor). (2) The molecule is Nc1ccccc1O.O.O=C(O)[C@H]1O[Sb]O[C@H]1C(=O)O. The result is 0 (non-inhibitor).